From a dataset of Forward reaction prediction with 1.9M reactions from USPTO patents (1976-2016). Predict the product of the given reaction. (1) Given the reactants [ClH:1].[CH2:2]([NH2:5])[CH:3]=[CH2:4].C[CH2:7][O:8][C:9]([CH3:11])=O, predict the reaction product. The product is: [CH2:4]=[CH:3][CH2:2][NH2:5].[CH2:7]1[O:8][CH:9]1[CH2:11][Cl:1].[ClH:1]. (2) Given the reactants [F:1][C:2]1[CH:7]=[CH:6][C:5]([NH:8][CH2:9][C:10]2[CH:15]=[CH:14][C:13]([CH3:16])=[CH:12][CH:11]=2)=[CH:4][CH:3]=1.[CH3:17][C:18]1([CH3:28])[O:22][C:21](=[O:23])/[C:20](=[CH:24]/[C:25](Cl)=[O:26])/[O:19]1.ClC1C=CC(N(CC2C=CC(C)=CC=2)C(=O)C=C2C(=O)OC(C)(C)O2)=CC=1, predict the reaction product. The product is: [CH3:17][C:18]1([CH3:28])[O:19][C:20](=[CH:24][C:25]([N:8]([C:5]2[CH:4]=[CH:3][C:2]([F:1])=[CH:7][CH:6]=2)[CH2:9][C:10]2[CH:11]=[CH:12][C:13]([CH3:16])=[CH:14][CH:15]=2)=[O:26])[C:21](=[O:23])[O:22]1.